From a dataset of Full USPTO retrosynthesis dataset with 1.9M reactions from patents (1976-2016). Predict the reactants needed to synthesize the given product. Given the product [O-:1][N+:2]1[O:6][N:5]=[C:4]([O:7][CH2:8][CH2:9][C:10]([NH:22][C@@H:23]([CH2:24][CH2:25][C:26]([O:28][C:47]([CH3:48])([CH3:52])[CH3:46])=[O:27])[C:29]([O:31][C:32]([CH3:35])([CH3:34])[CH3:33])=[O:30])=[O:12])[C:3]=1[S:13]([C:16]1[CH:21]=[CH:20][CH:19]=[CH:18][CH:17]=1)(=[O:15])=[O:14], predict the reactants needed to synthesize it. The reactants are: [O-:1][N+:2]1[O:6][N:5]=[C:4]([O:7][CH2:8][CH2:9][C:10]([OH:12])=O)[C:3]=1[S:13]([C:16]1[CH:21]=[CH:20][CH:19]=[CH:18][CH:17]=1)(=[O:15])=[O:14].[NH2:22][C@H:23]([C:29]([OH:31])=[O:30])[CH2:24][CH2:25][C:26]([OH:28])=[O:27].[C:32]([ClH]C(C)(C)C)([CH3:35])([CH3:34])[CH3:33].CCN=C=N[CH2:46][CH2:47][CH2:48]N(C)C.[CH3:52]CN(C(C)C)C(C)C.C1C=CC2N(O)N=NC=2C=1.